From a dataset of Catalyst prediction with 721,799 reactions and 888 catalyst types from USPTO. Predict which catalyst facilitates the given reaction. (1) Reactant: [CH3:1][S:2](=[S:5])([O-:4])=[O:3].[Na+].Br.[Br:8][CH2:9][CH2:10][NH2:11].C(#N)C.C(OCC)C. Product: [BrH:8].[CH3:1][S:2](=[O:4])([S:5][CH2:9][CH2:10][NH2:11])=[O:3]. The catalyst class is: 5. (2) Reactant: [H-].[Na+].[NH:3]1[C:11]2[C:6](=[CH:7][CH:8]=[CH:9][CH:10]=2)[C:5]([C:12]([O:14][CH3:15])=[O:13])=[CH:4]1.[CH3:16]I. Product: [CH3:16][N:3]1[C:11]2[C:6](=[CH:7][CH:8]=[CH:9][CH:10]=2)[C:5]([C:12]([O:14][CH3:15])=[O:13])=[CH:4]1. The catalyst class is: 18. (3) The catalyst class is: 7. Reactant: [C:1]1([CH3:19])[CH:6]=[CH:5][CH:4]=[C:3]([C:7]2[C:12]([CH2:13][NH2:14])=[CH:11][CH:10]=[C:9]([C:15]([F:18])([F:17])[F:16])[N:8]=2)[CH:2]=1.[F:20][C:21]1[CH:22]=[C:23]([CH:33]([CH3:37])[C:34](O)=[O:35])[CH:24]=[CH:25][C:26]=1[CH2:27][NH:28][S:29]([CH3:32])(=[O:31])=[O:30].F[B-](F)(F)F.N1(OC(N(C)C)=[N+](C)C)C2C=CC=CC=2N=N1.C(N(C(C)C)C(C)C)C. Product: [F:20][C:21]1[CH:22]=[C:23]([CH:33]([CH3:37])[C:34]([NH:14][CH2:13][C:12]2[C:7]([C:3]3[CH:2]=[C:1]([CH3:19])[CH:6]=[CH:5][CH:4]=3)=[N:8][C:9]([C:15]([F:16])([F:18])[F:17])=[CH:10][CH:11]=2)=[O:35])[CH:24]=[CH:25][C:26]=1[CH2:27][NH:28][S:29]([CH3:32])(=[O:31])=[O:30].